Predict the reaction yield, written as a fraction of the theoretical maximum amount of product (1.0 means a 100% yield; for example, 0.34 means a 34% yield). From a dataset of Reaction yield outcomes from USPTO patents with 853,638 reactions. (1) The reactants are Cl[C:2](Cl)([O:4]C(=O)OC(Cl)(Cl)Cl)Cl.[F:13][C:14]([F:22])([F:21])[CH:15]([OH:20])[C:16]([F:19])([F:18])[F:17].C(N(C(C)C)C(C)C)C.[F:32][C:33]1[CH:34]=[C:35]([N:47]2[CH2:52][CH2:51][O:50][CH2:49][CH2:48]2)[CH:36]=[CH:37][C:38]=1[CH2:39][N:40]1[CH2:45][CH2:44][NH:43][C@@H:42]([CH3:46])[CH2:41]1. The catalyst is CN(C)C1C=CN=CC=1.O.ClCCl. The product is [F:32][C:33]1[CH:34]=[C:35]([N:47]2[CH2:52][CH2:51][O:50][CH2:49][CH2:48]2)[CH:36]=[CH:37][C:38]=1[CH2:39][N:40]1[CH2:45][CH2:44][N:43]([C:2]([O:20][CH:15]([C:16]([F:19])([F:18])[F:17])[C:14]([F:22])([F:21])[F:13])=[O:4])[C@@H:42]([CH3:46])[CH2:41]1. The yield is 0.920. (2) The reactants are [NH2:1][C:2]1[S:3][C:4]2[C:10]([C:11]3[CH:16]=[CH:15][CH:14]=[CH:13][CH:12]=3)=[CH:9][C:8]([O:17][CH3:18])=[CH:7][C:5]=2[N:6]=1.C(N(CC)CC)C.[CH3:26][C:27]1[S:31][C:30]([C:32](Cl)=[O:33])=[CH:29][CH:28]=1.[OH-].[Na+]. The catalyst is ClCCl. The product is [CH3:18][O:17][C:8]1[CH:9]=[C:10]([C:11]2[CH:16]=[CH:15][CH:14]=[CH:13][CH:12]=2)[C:4]2[S:3][C:2]([NH:1][C:32]([C:30]3[S:31][C:27]([CH3:26])=[CH:28][CH:29]=3)=[O:33])=[N:6][C:5]=2[CH:7]=1. The yield is 0.0500.